Task: Predict which catalyst facilitates the given reaction.. Dataset: Catalyst prediction with 721,799 reactions and 888 catalyst types from USPTO (1) Reactant: [Cl:1][C:2]1[C:3]([OH:38])=[C:4]([S:9]([N:12]([CH2:30][C:31]2[CH:36]=[CH:35][C:34]([F:37])=[CH:33][CH:32]=2)[CH2:13][C:14]2[CH:19]=[CH:18][C:17]([CH2:20][NH:21][CH2:22][C:23]3[CH:28]=[CH:27][C:26]([F:29])=[CH:25][CH:24]=3)=[CH:16][CH:15]=2)(=[O:11])=[O:10])[CH:5]=[C:6]([Cl:8])[CH:7]=1.[Cl:39][C:40]1[CH:41]=[C:42]([S:47](Cl)(=[O:49])=[O:48])[CH:43]=[C:44]([Cl:46])[CH:45]=1.C(N(C(C)C)CC)(C)C. Product: [Cl:1][C:2]1[C:3]([OH:38])=[C:4]([S:9]([N:12]([CH2:13][C:14]2[CH:19]=[CH:18][C:17]([CH2:20][N:21]([CH2:22][C:23]3[CH:28]=[CH:27][C:26]([F:29])=[CH:25][CH:24]=3)[S:47]([C:42]3[CH:41]=[C:40]([Cl:39])[CH:45]=[C:44]([Cl:46])[CH:43]=3)(=[O:49])=[O:48])=[CH:16][CH:15]=2)[CH2:30][C:31]2[CH:32]=[CH:33][C:34]([F:37])=[CH:35][CH:36]=2)(=[O:10])=[O:11])[CH:5]=[C:6]([Cl:8])[CH:7]=1. The catalyst class is: 2. (2) Reactant: [N+:1]([C:4]1[N:9]=[CH:8][C:7]([O:10][C:11]2[CH:16]=[CH:15][N:14]=[C:13]([NH:17][C:18](=[O:20])[CH3:19])[CH:12]=2)=[CH:6][CH:5]=1)([O-])=O.[NH4+].[Cl-]. Product: [NH2:1][C:4]1[N:9]=[CH:8][C:7]([O:10][C:11]2[CH:16]=[CH:15][N:14]=[C:13]([NH:17][C:18](=[O:20])[CH3:19])[CH:12]=2)=[CH:6][CH:5]=1. The catalyst class is: 284. (3) Reactant: [CH3:1][N:2]1[CH2:18][CH2:17][C:5]2[NH:6][C:7]3[CH:8]=[C:9]([C:13]([F:16])([F:15])[F:14])[CH:10]=[CH:11][C:12]=3[C:4]=2[CH2:3]1.[H-].[Na+].[O:21]1[CH2:23][CH:22]1[C:24]1[CH:29]=[CH:28][N:27]=[CH:26][CH:25]=1. Product: [CH3:1][N:2]1[CH2:18][CH2:17][C:5]2[N:6]([CH2:23][CH:22]([C:24]3[CH:29]=[CH:28][N:27]=[CH:26][CH:25]=3)[OH:21])[C:7]3[CH:8]=[C:9]([C:13]([F:16])([F:15])[F:14])[CH:10]=[CH:11][C:12]=3[C:4]=2[CH2:3]1. The catalyst class is: 3. (4) Reactant: [F:1][C:2]1[CH:7]=[CH:6][C:5]([O:8]C)=[CH:4][C:3]=1[C:10]1[N:15]=[C:14]([NH:16][CH:17]([CH3:19])[CH3:18])[N:13]=[C:12]([NH:20][C:21]([CH3:25])([CH3:24])[C:22]#[N:23])[N:11]=1.B(Br)(Br)Br. Product: [F:1][C:2]1[CH:7]=[CH:6][C:5]([OH:8])=[CH:4][C:3]=1[C:10]1[N:15]=[C:14]([NH:16][CH:17]([CH3:19])[CH3:18])[N:13]=[C:12]([NH:20][C:21]([CH3:25])([CH3:24])[C:22]#[N:23])[N:11]=1. The catalyst class is: 2. (5) Reactant: F[C:2]1[CH:12]=[C:11]([F:13])[CH:10]=[CH:9][C:3]=1[C:4]([O:6][CH2:7][CH3:8])=[O:5].[O-]P([O-])([O-])=O.[K+].[K+].[K+].[OH:22][C:23]1[CH:24]=[C:25]2[C:29](=[CH:30][CH:31]=1)[NH:28][N:27]=[CH:26]2.CCOCC. Product: [NH:28]1[C:29]2[C:25](=[CH:24][C:23]([O:22][C:2]3[CH:12]=[C:11]([F:13])[CH:10]=[CH:9][C:3]=3[C:4]([O:6][CH2:7][CH3:8])=[O:5])=[CH:31][CH:30]=2)[CH:26]=[N:27]1. The catalyst class is: 270. (6) Reactant: [CH3:1][CH:2]([CH3:4])[O-:3].[Na+].Cl[CH2:7][C:8]1[N:9]([CH2:35][CH2:36][CH3:37])[C:10]([C:13]2[CH:18]=[CH:17][N:16]=[C:15]([NH:19][C:20]3[CH:25]=[CH:24][C:23]([S:26](=[O:34])(=[O:33])[NH:27][CH2:28][CH2:29][O:30][CH2:31][CH3:32])=[CH:22][CH:21]=3)[N:14]=2)=[CH:11][N:12]=1.O. Product: [CH:2]([O:3][CH2:7][C:8]1[N:9]([CH2:35][CH2:36][CH3:37])[C:10]([C:13]2[CH:18]=[CH:17][N:16]=[C:15]([NH:19][C:20]3[CH:21]=[CH:22][C:23]([S:26](=[O:34])(=[O:33])[NH:27][CH2:28][CH2:29][O:30][CH2:31][CH3:32])=[CH:24][CH:25]=3)[N:14]=2)=[CH:11][N:12]=1)([CH3:4])[CH3:1]. The catalyst class is: 32.